From a dataset of Full USPTO retrosynthesis dataset with 1.9M reactions from patents (1976-2016). Predict the reactants needed to synthesize the given product. Given the product [CH3:51][N:47]1[C:48]2[C:44](=[CH:43][C:42]([NH:41][C:25]([C:17]3[N:16]([CH2:15][C:9]4[CH:10]=[CH:11][CH:12]=[CH:13][CH:14]=4)[C:20]4=[N:21][CH:22]=[CH:23][CH:24]=[C:19]4[CH:18]=3)=[O:27])=[CH:50][CH:49]=2)[CH:45]=[CH:46]1, predict the reactants needed to synthesize it. The reactants are: C(O)C1C=CC=CC=1.[C:9]1([CH2:15][N:16]2[C:20]3=[N:21][CH:22]=[CH:23][CH:24]=[C:19]3[CH:18]=[C:17]2[C:25]([O:27]CC)=O)[CH:14]=[CH:13][CH:12]=[CH:11][CH:10]=1.C[Al](C)C.C1(C)C=CC=CC=1.[NH2:41][C:42]1[CH:43]=[C:44]2[C:48](=[CH:49][CH:50]=1)[N:47]([CH3:51])[CH:46]=[CH:45]2.